Dataset: Reaction yield outcomes from USPTO patents with 853,638 reactions. Task: Predict the reaction yield, written as a fraction of the theoretical maximum amount of product (1.0 means a 100% yield; for example, 0.34 means a 34% yield). The reactants are Br[C:2]1[CH:7]=[C:6]([S:8]([CH3:11])(=[O:10])=[O:9])[C:5]([CH2:12][OH:13])=[C:4]([F:14])[CH:3]=1.[B:15]1([B:15]2[O:19][C:18]([CH3:21])([CH3:20])[C:17]([CH3:23])([CH3:22])[O:16]2)[O:19][C:18]([CH3:21])([CH3:20])[C:17]([CH3:23])([CH3:22])[O:16]1.C(=O)([O-])[O-].[K+].[K+].[Br-]. The catalyst is C(OCC)(=O)C.O.ClCCl.C1C=CC([PH+]([C]2[CH][CH][CH][CH]2)C2C=CC=CC=2)=CC=1.C1C=CC([PH+]([C]2[CH][CH][CH][CH]2)C2C=CC=CC=2)=CC=1.C(Cl)Cl.Cl[Pd]Cl.[Fe].CS(C)=O. The product is [F:14][C:4]1[CH:3]=[C:2]([B:15]2[O:19][C:18]([CH3:21])([CH3:20])[C:17]([CH3:23])([CH3:22])[O:16]2)[CH:7]=[C:6]([S:8]([CH3:11])(=[O:10])=[O:9])[C:5]=1[CH2:12][OH:13]. The yield is 0.820.